Dataset: Forward reaction prediction with 1.9M reactions from USPTO patents (1976-2016). Task: Predict the product of the given reaction. (1) Given the reactants [CH2:1]([O:3][C:4]([C:6]1([S:20]([C:23]2[CH:28]=[CH:27][C:26]([O:29][CH3:30])=[CH:25][CH:24]=2)(=[O:22])=[O:21])[CH2:11][CH2:10][N:9]([CH2:12][C:13]2[CH:18]=[CH:17][C:16](Br)=[CH:15][CH:14]=2)[CH2:8][CH2:7]1)=[O:5])[CH3:2].C([Sn](CCCC)(CCCC)[C:36]1[S:37][CH:38]=[CH:39][CH:40]=1)CCC, predict the reaction product. The product is: [CH2:1]([O:3][C:4]([C:6]1([S:20]([C:23]2[CH:28]=[CH:27][C:26]([O:29][CH3:30])=[CH:25][CH:24]=2)(=[O:22])=[O:21])[CH2:11][CH2:10][N:9]([CH2:12][C:13]2[CH:18]=[CH:17][C:16]([C:36]3[S:37][CH:38]=[CH:39][CH:40]=3)=[CH:15][CH:14]=2)[CH2:8][CH2:7]1)=[O:5])[CH3:2]. (2) Given the reactants [CH2:1]([O:3][C:4](=[O:18])[C:5]1[CH:10]=[C:9]([N+:11]([O-:13])=[O:12])[CH:8]=[C:7]([N+:14]([O-:16])=[O:15])[C:6]=1[CH3:17])[CH3:2].CO[CH:21]([N:24]([CH3:26])[CH3:25])OC, predict the reaction product. The product is: [CH2:1]([O:3][C:4](=[O:18])[C:5]1[CH:10]=[C:9]([N+:11]([O-:13])=[O:12])[CH:8]=[C:7]([N+:14]([O-:16])=[O:15])[C:6]=1[CH:17]=[CH:21][N:24]([CH3:26])[CH3:25])[CH3:2]. (3) Given the reactants [F:1][C:2]1[CH:3]=[C:4]([N:32]2[CH2:37][C@@H:36]3[CH2:38][C@H:33]2[CH2:34][N:35]3C(OC(C)(C)C)=O)[CH:5]=[CH:6][C:7]=1[C:8]1[N:13]2[N:14]=[C:15]([C:26]3[CH:31]=[CH:30][N:29]=[CH:28][CH:27]=3)[C:16]([C:17]3[CH:25]=[CH:24][CH:23]=[C:22]4[C:18]=3[CH:19]=[N:20][NH:21]4)=[C:12]2[N:11]=[CH:10][CH:9]=1.Cl, predict the reaction product. The product is: [C@H:33]12[CH2:38][C@H:36]([NH:35][CH2:34]1)[CH2:37][N:32]2[C:4]1[CH:5]=[CH:6][C:7]([C:8]2[N:13]3[N:14]=[C:15]([C:26]4[CH:31]=[CH:30][N:29]=[CH:28][CH:27]=4)[C:16]([C:17]4[CH:25]=[CH:24][CH:23]=[C:22]5[C:18]=4[CH:19]=[N:20][NH:21]5)=[C:12]3[N:11]=[CH:10][CH:9]=2)=[C:2]([F:1])[CH:3]=1. (4) Given the reactants [CH3:1][C:2]1[CH:11]=[CH:10][C:9]2[C:4](=[CH:5][CH:6]=[C:7]([CH3:12])[CH:8]=2)[N:3]=1.S(=O)(=O)(O)O.[N+:18]([O-])([O-:20])=[O:19].[K+].N, predict the reaction product. The product is: [CH3:1][C:2]1[CH:11]=[CH:10][C:9]2[C:4](=[CH:5][CH:6]=[C:7]([CH3:12])[C:8]=2[N+:18]([O-:20])=[O:19])[N:3]=1. (5) The product is: [CH:39]1([C:37]2[NH:36][C:35](=[O:45])[C:34]3([CH2:33][CH2:32][N:31]([S:28](/[CH:27]=[CH:26]/[C:22]4[C:23]([CH3:25])=[CH:24][C:19]([C:18]([N:3]5[CH2:4][CH2:5][O:1][C:2]5=[O:6])=[O:17])=[CH:20][C:21]=4[CH3:48])(=[O:30])=[O:29])[CH2:47][CH2:46]3)[N:38]=2)[CH2:44][CH2:43][CH2:42][CH2:41][CH2:40]1. Given the reactants [O:1]1[CH2:5][CH2:4][NH:3][C:2]1=[O:6].COC1N=C(OC)N=C([O:17][C:18](=O)[C:19]2[CH:24]=[C:23]([CH3:25])[C:22](/[CH:26]=[CH:27]/[S:28]([N:31]3[CH2:47][CH2:46][C:34]4([N:38]=[C:37]([CH:39]5[CH2:44][CH2:43][CH2:42][CH2:41][CH2:40]5)[NH:36][C:35]4=[O:45])[CH2:33][CH2:32]3)(=[O:30])=[O:29])=[C:21]([CH3:48])[CH:20]=2)N=1.C(N(CC)CC)C.O, predict the reaction product. (6) Given the reactants Br[C:2]1[CH:7]=[CH:6][C:5]([CH2:8][CH2:9][NH:10][C:11]2[C:20]3[C:15](=[N:16][CH:17]=[CH:18][N:19]=3)[N:14]=[CH:13][N:12]=2)=[CH:4][CH:3]=1.[F:21][C:22]1[CH:27]=[CH:26][C:25](B(O)O)=[CH:24][N:23]=1.C([O-])(O)=O.[Na+], predict the reaction product. The product is: [F:21][C:22]1[N:23]=[CH:24][C:25]([C:2]2[CH:7]=[CH:6][C:5]([CH2:8][CH2:9][NH:10][C:11]3[C:20]4[C:15](=[N:16][CH:17]=[CH:18][N:19]=4)[N:14]=[CH:13][N:12]=3)=[CH:4][CH:3]=2)=[CH:26][CH:27]=1. (7) Given the reactants Cl[C:2]1[CH:7]=[C:6]([C:8]2[CH:13]=[CH:12][CH:11]=[C:10]([Br:14])[CH:9]=2)[N:5]=[C:4]([NH2:15])[N:3]=1.[F:16][C:17]([F:26])([F:25])[C:18]1[CH:24]=[CH:23][C:21]([NH2:22])=[CH:20][CH:19]=1, predict the reaction product. The product is: [Br:14][C:10]1[CH:9]=[C:8]([C:6]2[N:5]=[C:4]([NH2:15])[N:3]=[C:2]([NH:22][C:21]3[CH:23]=[CH:24][C:18]([C:17]([F:16])([F:25])[F:26])=[CH:19][CH:20]=3)[CH:7]=2)[CH:13]=[CH:12][CH:11]=1. (8) The product is: [CH2:1]([N:8]1[C:12]([CH:13]=[C:37]2[C:38]3[C:43](=[CH:42][CH:41]=[CH:40][CH:39]=3)[CH2:44][CH:35]([C:29]3[CH:34]=[CH:33][CH:32]=[CH:31][CH:30]=3)[CH2:36]2)=[CH:11][N:10]=[CH:9]1)[C:2]1[CH:3]=[CH:4][CH:5]=[CH:6][CH:7]=1. Given the reactants [CH2:1]([N:8]1[C:12]([CH:13]=C2C3C(=CC=CC=3)CC2C2C=CC=CC=2)=[CH:11][N:10]=[CH:9]1)[C:2]1[CH:7]=[CH:6][CH:5]=[CH:4][CH:3]=1.[C:29]1([CH:35]2[CH2:44][C:43]3[C:38](=[CH:39][CH:40]=[CH:41][CH:42]=3)[C:37](=O)[CH2:36]2)[CH:34]=[CH:33][CH:32]=[CH:31][CH:30]=1, predict the reaction product. (9) Given the reactants [CH2:1]([N:4]([CH2:19][CH2:20][CH3:21])[CH2:5][CH2:6][CH2:7][CH2:8][NH:9][CH2:10][C:11]1[CH:18]=[CH:17][C:14]([C:15]#[N:16])=[CH:13][CH:12]=1)[CH2:2][CH3:3].[Br:22][C:23]1[CH:30]=[CH:29][C:26]([CH:27]=O)=[CH:25][CH:24]=1.C(O[BH-](OC(=O)C)OC(=O)C)(=O)C.[Na+].C(=O)(O)[O-].[Na+], predict the reaction product. The product is: [Br:22][C:23]1[CH:30]=[CH:29][C:26]([CH2:27][N:9]([CH2:10][C:11]2[CH:12]=[CH:13][C:14]([C:15]#[N:16])=[CH:17][CH:18]=2)[CH2:8][CH2:7][CH2:6][CH2:5][N:4]([CH2:1][CH2:2][CH3:3])[CH2:19][CH2:20][CH3:21])=[CH:25][CH:24]=1.